This data is from Forward reaction prediction with 1.9M reactions from USPTO patents (1976-2016). The task is: Predict the product of the given reaction. (1) Given the reactants [CH3:1][O:2][C:3]([CH:5]1[CH2:10][CH2:9][N:8]([C:11]2[CH:16]=[C:15]([O:17][CH3:18])[CH:14]=[CH:13][C:12]=2[CH:19]=[O:20])[CH2:7][CH:6]1[CH3:21])=[O:4].I(O)(=O)(=O)=[O:23].Cl[C:28]([O-:30])=[O:29].[NH+]1C=CC=CC=1, predict the reaction product. The product is: [CH3:18][O:17][C:15]1[CH:14]=[CH:13][C:12]([C:19]([OH:23])=[O:20])=[C:11]([N:8]2[CH2:9][CH2:10][C@@H:5]([C:3]([O:2][CH3:1])=[O:4])[C@H:6]([CH3:21])[CH2:7]2)[CH:16]=1.[CH3:18][O:17][C:15]1[CH:14]=[CH:13][C:12]([C:28]([OH:30])=[O:29])=[C:11]([N:8]2[CH2:9][CH2:10][CH:5]([C:3]([O:2][CH3:1])=[O:4])[CH:6]([CH3:21])[CH2:7]2)[CH:16]=1. (2) Given the reactants [Br:1][C:2]1[C:3]([Cl:11])=[N:4][CH:5]=[C:6]([CH:10]=1)[C:7]([OH:9])=O.CN(C(ON1N=NC2C=CC=CC1=2)=[N+](C)C)C.[B-](F)(F)(F)F.C(N(CC)C(C)C)(C)C.[NH2:43][C@@H:44]([CH2:49][OH:50])[CH2:45][CH:46]([CH3:48])[CH3:47], predict the reaction product. The product is: [Br:1][C:2]1[C:3]([Cl:11])=[N:4][CH:5]=[C:6]([CH:10]=1)[C:7]([NH:43][C@@H:44]([CH2:49][OH:50])[CH2:45][CH:46]([CH3:48])[CH3:47])=[O:9]. (3) Given the reactants [CH2:1](Br)[C:2]#[CH:3].[NH2:5][C:6]1[CH:11]=[CH:10][CH:9]=[CH:8][CH:7]=1, predict the reaction product. The product is: [CH2:1]([NH:5][C:6]1[CH:11]=[CH:10][CH:9]=[CH:8][CH:7]=1)[C:2]#[CH:3].